From a dataset of Catalyst prediction with 721,799 reactions and 888 catalyst types from USPTO. Predict which catalyst facilitates the given reaction. (1) Reactant: [Cl:1][C:2]1[CH:3]=[CH:4][C:5]([OH:16])=[C:6]([C:8](=[O:15])[CH2:9][N:10]2[CH:14]=[CH:13][N:12]=[CH:11]2)[CH:7]=1.[CH3:17][Mg]Br. Product: [Cl:1][C:2]1[CH:3]=[CH:4][C:5]([OH:16])=[C:6]([C:8]([OH:15])([CH3:17])[CH2:9][N:10]2[CH:14]=[CH:13][N:12]=[CH:11]2)[CH:7]=1. The catalyst class is: 7. (2) Reactant: Br[C:2]1[C:3]([NH2:14])=[N:4][C:5]([N:8]2[CH2:13][CH2:12][O:11][CH2:10][CH2:9]2)=[N:6][CH:7]=1.[CH3:15][S:16]([NH:19][C:20]1[CH:21]=[C:22](B(O)O)[CH:23]=[CH:24][CH:25]=1)(=[O:18])=[O:17].C1(P(C2CCCCC2)C2CCCCC2)CCCCC1.[O-]P([O-])([O-])=O.[K+].[K+].[K+]. Product: [NH2:14][C:3]1[C:2]([C:24]2[CH:25]=[C:20]([NH:19][S:16]([CH3:15])(=[O:17])=[O:18])[CH:21]=[CH:22][CH:23]=2)=[CH:7][N:6]=[C:5]([N:8]2[CH2:13][CH2:12][O:11][CH2:10][CH2:9]2)[N:4]=1. The catalyst class is: 552. (3) Reactant: [CH3:1][O:2][CH2:3][CH2:4][NH2:5].[C:6]([CH2:9][S:10][C:11]1[CH:16]=[CH:15][C:14]([NH:17][C:18]2[C:19](=[O:31])[NH:20][C:21](=[O:30])[C:22]=2[C:23]2[CH:28]=[CH:27][C:26]([Cl:29])=[CH:25][CH:24]=2)=[CH:13][CH:12]=1)(O)=[O:7].Cl.CN(C)CCCN=C=NCC.ON1C2C=CC=CC=2N=N1. Product: [CH3:1][O:2][CH2:3][CH2:4][NH:5][C:6]([CH2:9][S:10][C:11]1[CH:16]=[CH:15][C:14]([NH:17][C:18]2[C:19](=[O:31])[NH:20][C:21](=[O:30])[C:22]=2[C:23]2[CH:28]=[CH:27][C:26]([Cl:29])=[CH:25][CH:24]=2)=[CH:13][CH:12]=1)=[O:7]. The catalyst class is: 56. (4) Reactant: [F:1][C:2]1[CH:24]=[C:23]([F:25])[CH:22]=[CH:21][C:3]=1[CH2:4][C:5]1[CH:6]=[C:7](I)[C:8](=[O:19])[N:9]([CH2:11][C:12]2[CH:17]=[CH:16][CH:15]=[CH:14][C:13]=2[F:18])[CH:10]=1.[CH2:26]([O:28]C=C[Sn](CCCC)(CCCC)CCCC)[CH3:27]. Product: [C:26]([C:7]1[C:8](=[O:19])[N:9]([CH2:11][C:12]2[CH:17]=[CH:16][CH:15]=[CH:14][C:13]=2[F:18])[CH:10]=[C:5]([CH2:4][C:3]2[CH:21]=[CH:22][C:23]([F:25])=[CH:24][C:2]=2[F:1])[CH:6]=1)(=[O:28])[CH3:27]. The catalyst class is: 233. (5) Product: [CH3:27][N:25]([CH3:24])[C:2]1[CH:3]=[C:4]2[C:9](=[CH:10][CH:11]=1)[NH:8][C:7]1[N:12]([C:16]3[CH:21]=[CH:20][CH:19]=[CH:18][N:17]=3)[N:13]=[C:14]([CH3:15])[C:6]=1[C:5]2=[O:22]. Reactant: N[C:2]1[CH:3]=[C:4]2[C:9](=[CH:10][CH:11]=1)[NH:8][C:7]1[N:12]([C:16]3[CH:21]=[CH:20][CH:19]=[CH:18][N:17]=3)[N:13]=[C:14]([CH3:15])[C:6]=1[C:5]2=[O:22].[B-][C:24]#[N:25].[Na+].[CH2:27]=O. The catalyst class is: 15.